From a dataset of HIV replication inhibition screening data with 41,000+ compounds from the AIDS Antiviral Screen. Binary Classification. Given a drug SMILES string, predict its activity (active/inactive) in a high-throughput screening assay against a specified biological target. (1) The molecule is CN(C)c1ccc(C=Nn2c(-c3ccccc3)nc3ccccc3c2=O)cc1. The result is 0 (inactive). (2) The molecule is COC(=O)CCCc1ccc2c(c1)CC1(C2)Cc2cc3c(cc2C1)CCCC3. The result is 0 (inactive). (3) The compound is Cc1nc2c(sc(=S)n2-c2ccccc2)c2nc3ccccc3n12. The result is 0 (inactive). (4) The drug is NS(=O)(=O)c1ccccc1[N+](=O)[O-]. The result is 0 (inactive). (5) The compound is CC(=O)Nc1cc(Cl)cc2[nH]c(C)nc12.Cl. The result is 0 (inactive). (6) The compound is CN1CCN=C(c2ccccc2)c2cc(Cl)ccc21. The result is 0 (inactive). (7) The molecule is CCOC(=O)C(C(=NNC(=O)OC)C(=O)Nc1ccc(C(C)=O)cc1)c1cnc2ccccc2n1. The result is 0 (inactive). (8) The compound is CC(=O)C(=Cc1cccc(F)c1)C(=O)c1ccccc1. The result is 0 (inactive). (9) The drug is COCC[PH](c1ccccc1)(c1ccccc1)c1ccccc1. The result is 0 (inactive).